The task is: Predict the reaction yield, written as a fraction of the theoretical maximum amount of product (1.0 means a 100% yield; for example, 0.34 means a 34% yield).. This data is from Reaction yield outcomes from USPTO patents with 853,638 reactions. (1) The reactants are [C:1]([O:5][C:6](=[O:40])[NH:7][C@@H:8]([CH2:28][N:29]1C(=O)C2C(=CC=CC=2)C1=O)[CH2:9][O:10][Si:11]([C:24]([CH3:27])([CH3:26])[CH3:25])([C:18]1[CH:23]=[CH:22][CH:21]=[CH:20][CH:19]=1)[C:12]1[CH:17]=[CH:16][CH:15]=[CH:14][CH:13]=1)([CH3:4])([CH3:3])[CH3:2].O.NN. The catalyst is CCO. The product is [C:1]([O:5][C:6](=[O:40])[NH:7][C@@H:8]([CH2:28][NH2:29])[CH2:9][O:10][Si:11]([C:24]([CH3:27])([CH3:26])[CH3:25])([C:18]1[CH:23]=[CH:22][CH:21]=[CH:20][CH:19]=1)[C:12]1[CH:13]=[CH:14][CH:15]=[CH:16][CH:17]=1)([CH3:4])([CH3:2])[CH3:3]. The yield is 0.750. (2) The reactants are [Cl:1][C:2]1[CH:7]=[C:6]([O:8][CH3:9])[C:5]([Cl:10])=[CH:4][C:3]=1[CH:11](C(OCC)=O)[C:12]([O:14]CC)=[O:13].[OH-].[Na+]. The catalyst is C1COCC1.CCO. The product is [Cl:1][C:2]1[CH:7]=[C:6]([O:8][CH3:9])[C:5]([Cl:10])=[CH:4][C:3]=1[CH2:11][C:12]([OH:14])=[O:13]. The yield is 0.607. (3) The yield is 0.300. The product is [CH3:8][C:7]1[C:2]([C:34]2[CH:33]=[CH:32][C:31]([N:24]([C:25]3[CH:30]=[CH:29][CH:28]=[CH:27][CH:26]=3)[C:21]3[CH:22]=[CH:23][CH:18]=[CH:19][CH:20]=3)=[CH:36][CH:35]=2)=[N:3][CH:4]=[C:5]([CH3:9])[N:6]=1. The reactants are Cl[C:2]1[C:7]([CH3:8])=[N:6][C:5]([CH3:9])=[CH:4][N:3]=1.CC1(C)C(C)(C)OB([C:18]2[CH:23]=[CH:22][C:21]([N:24]([C:31]3[CH:36]=[CH:35][CH:34]=[CH:33][CH:32]=3)[C:25]3[CH:30]=[CH:29][CH:28]=[CH:27][CH:26]=3)=[CH:20][CH:19]=2)O1.C(=O)([O-])[O-].[Na+].[Na+]. The catalyst is Cl[Pd](Cl)([P](C1C=CC=CC=1)(C1C=CC=CC=1)C1C=CC=CC=1)[P](C1C=CC=CC=1)(C1C=CC=CC=1)C1C=CC=CC=1.O.C(#N)C. (4) The reactants are [N+:1]([C:4]1[CH:8]=[N:7][NH:6][C:5]=1[NH2:9])([O-:3])=[O:2].CN(C)[CH:12]=[CH:13][C:14]([C:16]1[CH:17]=[C:18]([N:22]([CH2:26][CH3:27])[C:23](=[O:25])[CH3:24])[CH:19]=[CH:20][CH:21]=1)=O.C(OCC)(=O)C. The catalyst is C(O)(=O)C. The product is [CH2:26]([N:22]([C:18]1[CH:19]=[CH:20][CH:21]=[C:16]([C:14]2[N:6]3[N:7]=[CH:8][C:4]([N+:1]([O-:3])=[O:2])=[C:5]3[N:9]=[CH:12][CH:13]=2)[CH:17]=1)[C:23](=[O:25])[CH3:24])[CH3:27]. The yield is 0.170. (5) The reactants are Cl.[NH2:2][CH2:3][C:4]1[CH:5]=[C:6]2[C:11](=[CH:12][CH:13]=1)[N:10]=[C:9]([CH3:14])[N:8]([CH:15]1[CH2:20][CH2:19][C:18](=[O:21])[NH:17][C:16]1=[O:22])[C:7]2=[O:23].C([N:26]([CH2:29]C)[CH2:27][CH3:28])C.[C:31]1(C)[CH:36]=[CH:35]C=[C:33](C(N=C=O)=O)[CH:32]=1.C1C[O:46]CC1. No catalyst specified. The product is [O:22]=[C:16]1[CH:15]([N:8]2[C:7](=[O:23])[C:6]3[C:11](=[CH:12][CH:13]=[C:4]([CH2:3][NH:2][C:29]([NH:26][C:27]4[CH:28]=[C:36]([CH3:35])[CH:31]=[CH:32][CH:33]=4)=[O:46])[CH:5]=3)[N:10]=[C:9]2[CH3:14])[CH2:20][CH2:19][C:18](=[O:21])[NH:17]1. The yield is 0.680. (6) The reactants are [O:1]1[CH2:6][CH2:5][CH2:4][CH2:3][CH:2]1[N:7]1[C:15]2[C:10](=[CH:11][C:12]([C:16]3[N:20]=[CH:19][N:18]([C:21]([C:34]4[CH:39]=[CH:38][CH:37]=[CH:36][CH:35]=4)([C:28]4[CH:33]=[CH:32][CH:31]=[CH:30][CH:29]=4)[C:22]4[CH:27]=[CH:26][CH:25]=[CH:24][CH:23]=4)[N:17]=3)=[CH:13][CH:14]=2)[C:9]([C:40]2[CH:41]=[C:42]([CH:47]=[CH:48][CH:49]=2)[C:43](OC)=[O:44])=[N:8]1.O.[OH-].[Li+].[C:53]([NH2:57])([CH3:56])([CH3:55])[CH3:54].O.ON1C2C=CC=CC=2N=N1.Cl.CN(C)CCCN=C=NCC. The catalyst is O1CCCC1.O1CCCC1.O. The product is [C:53]([NH:57][C:43]([C:42]1[CH:47]=[CH:48][CH:49]=[C:40]([C:9]2[C:10]3[C:15](=[CH:14][CH:13]=[C:12]([C:16]4[N:20]=[CH:19][N:18]([C:21]([C:28]5[CH:29]=[CH:30][CH:31]=[CH:32][CH:33]=5)([C:22]5[CH:23]=[CH:24][CH:25]=[CH:26][CH:27]=5)[C:34]5[CH:35]=[CH:36][CH:37]=[CH:38][CH:39]=5)[N:17]=4)[CH:11]=3)[N:7]([CH:2]3[CH2:3][CH2:4][CH2:5][CH2:6][O:1]3)[N:8]=2)[CH:41]=1)=[O:44])([CH3:56])([CH3:55])[CH3:54]. The yield is 0.780. (7) The reactants are [CH3:1][O:2][C:3]([C:5]1[CH:6]=[C:7]([CH:11]=[C:12]([I:14])[CH:13]=1)[C:8]([NH2:10])=O)=[O:4]. The catalyst is S(Cl)(Cl)=O. The product is [CH3:1][O:2][C:3](=[O:4])[C:5]1[CH:13]=[C:12]([I:14])[CH:11]=[C:7]([C:8]#[N:10])[CH:6]=1. The yield is 0.290. (8) The reactants are Br[C:2]1[C:6]([C:7]2[CH:8]=[CH:9][C:10]3[O:15][CH2:14][CH2:13][CH2:12][C:11]=3[CH:16]=2)=[C:5]([CH:17]([O:22][C:23]([CH3:26])([CH3:25])[CH3:24])[C:18]([O:20][CH3:21])=[O:19])[N:4]([CH3:27])[N:3]=1.C(=O)([O-])[O-].[Na+].[Na+].CC1(C)OB([C:40]2[CH2:45][CH2:44][CH2:43][C:42](=[O:46])[CH:41]=2)OC1(C)C.C(N(CC)CC)C.ClC(OC)=O. The catalyst is C(COC)OC.C1C=CC(P(C2C=CC=CC=2)[C-]2C=CC=C2)=CC=1.C1C=CC(P(C2C=CC=CC=2)[C-]2C=CC=C2)=CC=1.Cl[Pd]Cl.[Fe+2].ClCCl.O.C(O)C. The product is [C:23]([O:22][CH:17]([C:5]1[N:4]([CH3:27])[N:3]=[C:2]([C:40]2[CH2:45][CH2:44][CH2:43][C:42](=[O:46])[CH:41]=2)[C:6]=1[C:7]1[CH:8]=[CH:9][C:10]2[O:15][CH2:14][CH2:13][CH2:12][C:11]=2[CH:16]=1)[C:18]([O:20][CH3:21])=[O:19])([CH3:26])([CH3:25])[CH3:24]. The yield is 0.610. (9) The reactants are [NH:1]1[C:9]2[C:4](=[CH:5][CH:6]=[CH:7][CH:8]=2)[CH:3]=[N:2]1.[Br:10]Br.Cl. The catalyst is [OH-].[Na+].S(=O)(O)[O-].[Na+]. The product is [Br:10][C:3]1[C:4]2[C:9](=[CH:8][CH:7]=[CH:6][CH:5]=2)[NH:1][N:2]=1. The yield is 0.800. (10) The reactants are CON(C)[C:4](=[O:12])[C:5]1[C:6](=[CH:8][CH:9]=[CH:10][CH:11]=1)[NH2:7].[F:14][C:15]([F:28])([F:27])[C:16]1[CH:17]=[C:18](Br)[CH:19]=[C:20]([C:22]([F:25])([F:24])[F:23])[CH:21]=1.C([Li])CCC. The catalyst is O1CCCC1. The product is [F:14][C:15]([F:27])([F:28])[C:16]1[CH:17]=[C:18]([C:4](=[O:12])[C:5]2[CH:11]=[CH:10][CH:9]=[CH:8][C:6]=2[NH2:7])[CH:19]=[C:20]([C:22]([F:23])([F:24])[F:25])[CH:21]=1. The yield is 0.960.